Predict which catalyst facilitates the given reaction. From a dataset of Catalyst prediction with 721,799 reactions and 888 catalyst types from USPTO. (1) Reactant: [NH2:1][C:2]1[CH:15]=[CH:14][C:5]([C:6]([C:8]2[CH:13]=[CH:12][CH:11]=[CH:10][CH:9]=2)=[O:7])=[CH:4][CH:3]=1.[C:16](Cl)(=[O:24])[O:17][C:18]1[CH:23]=[CH:22][CH:21]=[CH:20][CH:19]=1.O. Product: [C:6]([C:5]1[CH:4]=[CH:3][C:2]([NH:1][C:16](=[O:24])[O:17][C:18]2[CH:23]=[CH:22][CH:21]=[CH:20][CH:19]=2)=[CH:15][CH:14]=1)(=[O:7])[C:8]1[CH:13]=[CH:12][CH:11]=[CH:10][CH:9]=1. The catalyst class is: 17. (2) Reactant: C[O:2][C:3](=[O:42])[CH2:4][C:5]1[CH:10]=[CH:9][CH:8]=[C:7]([O:11][CH2:12][CH2:13][CH2:14][N:15]([CH2:28][CH:29]([C:36]2[CH:41]=[CH:40][CH:39]=[CH:38][CH:37]=2)[C:30]2[CH:35]=[CH:34][CH:33]=[CH:32][CH:31]=2)[CH2:16][C:17]2[CH:22]=[CH:21][CH:20]=[C:19]([O:23][C:24]([F:27])([F:26])[F:25])[CH:18]=2)[CH:6]=1.[OH-].[Na+]. Product: [C:36]1([CH:29]([C:30]2[CH:35]=[CH:34][CH:33]=[CH:32][CH:31]=2)[CH2:28][N:15]([CH2:16][C:17]2[CH:22]=[CH:21][CH:20]=[C:19]([O:23][C:24]([F:25])([F:26])[F:27])[CH:18]=2)[CH2:14][CH2:13][CH2:12][O:11][C:7]2[CH:6]=[C:5]([CH2:4][C:3]([OH:42])=[O:2])[CH:10]=[CH:9][CH:8]=2)[CH:41]=[CH:40][CH:39]=[CH:38][CH:37]=1. The catalyst class is: 5. (3) Reactant: [OH:1][CH:2]1[CH2:7][CH2:6][N:5]([C:8]2[CH:9]=[CH:10][C:11]([N:14]3[CH:18]=[CH:17][C:16]([CH:19]([C:21]4[CH:38]=[CH:37][C:24]5[N:25]([CH2:29][O:30][CH2:31][CH2:32][Si:33]([CH3:36])([CH3:35])[CH3:34])[C:26](=[O:28])[S:27][C:23]=5[CH:22]=4)[CH3:20])=[N:15]3)=[N:12][CH:13]=2)[CH2:4][CH2:3]1.C(=O)(O)[O-].[Na+].CC(OI1(OC(C)=O)(OC(C)=O)OC(=O)C2C=CC=CC1=2)=O. Product: [O:1]=[C:2]1[CH2:7][CH2:6][N:5]([C:8]2[CH:9]=[CH:10][C:11]([N:14]3[CH:18]=[CH:17][C:16]([CH:19]([C:21]4[CH:38]=[CH:37][C:24]5[N:25]([CH2:29][O:30][CH2:31][CH2:32][Si:33]([CH3:36])([CH3:35])[CH3:34])[C:26](=[O:28])[S:27][C:23]=5[CH:22]=4)[CH3:20])=[N:15]3)=[N:12][CH:13]=2)[CH2:4][CH2:3]1. The catalyst class is: 4. (4) The catalyst class is: 3. Reactant: [N:1]1[C:10]2[C:5](=[CH:6][N:7]=[CH:8][CH:9]=2)[CH:4]=[CH:3][C:2]=1[C:11]([OH:13])=O.O.ON1[C:20]2[CH:21]=[CH:22][CH:23]=[CH:24][C:19]=2[N:18]=N1.[CH:25]1(CN)CCCCC1. Product: [CH:19]1([N:18]([CH3:25])[C:11]([C:2]2[CH:3]=[CH:4][C:5]3[C:10](=[CH:9][CH:8]=[N:7][CH:6]=3)[N:1]=2)=[O:13])[CH2:24][CH2:23][CH2:22][CH2:21][CH2:20]1. (5) Product: [OH:34][C@@H:32]([C:27]1[CH:28]=[CH:29][CH:30]=[CH:31][C:26]=1[C:9]1[S:8][C:7]2[CH:24]=[C:3]([O:2][CH3:1])[CH:4]=[CH:5][C:6]=2[C:10]=1[O:11][C:12]1[CH:17]=[CH:16][C:15](/[CH:18]=[CH:19]/[C:20]([O:22][CH3:23])=[O:21])=[CH:14][CH:13]=1)[CH3:33]. Reactant: [CH3:1][O:2][C:3]1[CH:4]=[CH:5][C:6]2[C:10]([O:11][C:12]3[CH:17]=[CH:16][C:15](/[CH:18]=[CH:19]/[C:20]([O:22][CH3:23])=[O:21])=[CH:14][CH:13]=3)=[CH:9][S:8][C:7]=2[CH:24]=1.Br[C:26]1[CH:31]=[CH:30][CH:29]=[CH:28][C:27]=1[C@H:32]([OH:34])[CH3:33].CC(C)(C)C(O)=O.C(=O)([O-])[O-].[K+].[K+]. The catalyst class is: 44. (6) Reactant: Cl.[Cl:2][C:3]1[CH:23]=[CH:22][C:6]([O:7][C:8]2[CH:21]=[CH:20][C:11]([O:12][CH2:13][C@@H:14]3[CH2:19][CH2:18][CH2:17][CH2:16][NH:15]3)=[CH:10][CH:9]=2)=[CH:5][CH:4]=1.Br[CH2:25][CH2:26][C:27]([O:29][CH3:30])=[O:28].C(N(CC)CC)C. Product: [CH3:30][O:29][C:27](=[O:28])[CH2:26][CH2:25][N:15]1[CH2:16][CH2:17][CH2:18][CH2:19][C@H:14]1[CH2:13][O:12][C:11]1[CH:20]=[CH:21][C:8]([O:7][C:6]2[CH:22]=[CH:23][C:3]([Cl:2])=[CH:4][CH:5]=2)=[CH:9][CH:10]=1. The catalyst class is: 46. (7) The catalyst class is: 3. Product: [CH:1]([N:4]1[C:9](=[O:10])[C:8]([O:11][CH3:12])=[C:7]2[C:13](=[O:17])[N:14]([CH2:21][C:22]3[CH:31]=[CH:30][C:29]4[C:24](=[CH:25][CH:26]=[CH:27][CH:28]=4)[N:23]=3)[CH2:15][CH2:16][N:6]2[C:5]1=[O:18])([CH3:3])[CH3:2]. Reactant: [CH:1]([N:4]1[C:9](=[O:10])[C:8]([O:11][CH3:12])=[C:7]2[C:13](=[O:17])[NH:14][CH2:15][CH2:16][N:6]2[C:5]1=[O:18])([CH3:3])[CH3:2].Cl.Cl[CH2:21][C:22]1[CH:31]=[CH:30][C:29]2[C:24](=[CH:25][CH:26]=[CH:27][CH:28]=2)[N:23]=1.[H-].[Na+]. (8) Reactant: [F:1][C:2]1[C:7]([O:8][CH3:9])=[CH:6][C:5]([O:10][CH3:11])=[C:4]([F:12])[C:3]=1[N:13]1[CH2:22][C:21]2[CH:20]=[N:19][C:18]([CH:23]3[CH2:28][CH2:27][CH2:26][N:25]([C:29]([O:31][C:32]([CH3:35])([CH3:34])[CH3:33])=[O:30])[CH2:24]3)=[CH:17][C:16]=2[CH2:15][C:14]1=[O:36].C(=O)([O-])[O-].[Cs+].[Cs+].Br[CH2:44][CH2:45]Cl. Product: [F:12][C:4]1[C:5]([O:10][CH3:11])=[CH:6][C:7]([O:8][CH3:9])=[C:2]([F:1])[C:3]=1[N:13]1[C:14](=[O:36])[C:15]2([CH2:45][CH2:44]2)[C:16]2[C:21](=[CH:20][N:19]=[C:18]([CH:23]3[CH2:28][CH2:27][CH2:26][N:25]([C:29]([O:31][C:32]([CH3:33])([CH3:35])[CH3:34])=[O:30])[CH2:24]3)[CH:17]=2)[CH2:22]1. The catalyst class is: 9. (9) Reactant: [C:1]([C:3]1[CH:4]=[CH:5][C:6]([CH2:9][CH2:10][NH:11][CH2:12][CH2:13][NH:14][C:15](=O)OC(C)(C)C)=[N:7][CH:8]=1)#[N:2].ClC[C:24](Cl)=[O:25].C(O)(C(F)(F)F)=O. Product: [O:25]=[C:24]1[CH2:15][NH:14][CH2:13][CH2:12][N:11]1[CH2:10][CH2:9][C:6]1[N:7]=[CH:8][C:3]([C:1]#[N:2])=[CH:4][CH:5]=1. The catalyst class is: 2. (10) Reactant: [CH:1]1[C:8]([CH:9]([CH3:11])[CH3:10])=[CH:7][CH:6]=[C:4]([CH3:5])[C:2]=1[OH:3].II.S(Cl)([Cl:17])(=O)=O. Product: [Cl:17][C:7]1[C:8]([CH:9]([CH3:11])[CH3:10])=[CH:1][C:2]([OH:3])=[C:4]([CH3:5])[CH:6]=1. The catalyst class is: 15.